From a dataset of Catalyst prediction with 721,799 reactions and 888 catalyst types from USPTO. Predict which catalyst facilitates the given reaction. Reactant: C([O-])([O-])=O.[K+].[K+].[C:7]1([CH2:13][CH2:14][CH2:15][SH:16])[CH:12]=[CH:11][CH:10]=[CH:9][CH:8]=1.F[C:18]1[N:32]=[C:31]([F:33])[CH:30]=[CH:29][C:19]=1[C:20]([NH:22][CH2:23][C:24]1[S:25][CH:26]=[CH:27][CH:28]=1)=[O:21].CCCCCC.CC(=O)OCC. Product: [F:33][C:31]1[N:32]=[C:18]([S:16][CH2:15][CH2:14][CH2:13][C:7]2[CH:12]=[CH:11][CH:10]=[CH:9][CH:8]=2)[C:19]([C:20]([NH:22][CH2:23][C:24]2[S:25][CH:26]=[CH:27][CH:28]=2)=[O:21])=[CH:29][CH:30]=1. The catalyst class is: 3.